Predict which catalyst facilitates the given reaction. From a dataset of Catalyst prediction with 721,799 reactions and 888 catalyst types from USPTO. (1) Reactant: [Cl:1][C:2]1[CH:3]=[C:4]([NH2:24])[CH:5]=[C:6]([Cl:23])[C:7]=1[C:8]([C:11]1[N:15]=[C:14]([C:16]2[CH:21]=[CH:20][CH:19]=[CH:18][C:17]=2[CH3:22])[O:13][N:12]=1)([CH3:10])[CH3:9].Cl.[N:26]([O-])=O.[Na+].C([O-])(=O)C.[Na+].[CH2:35]([O:37][C:38](=[O:51])[NH:39][C:40](=[O:50])[CH2:41][C:42]([NH:44][C:45](=[O:49])[O:46][CH2:47][CH3:48])=[O:43])[CH3:36]. Product: [Cl:1][C:2]1[CH:3]=[C:4]([NH:24][N:26]=[C:41]([C:42]([NH:44][C:45](=[O:49])[O:46][CH2:47][CH3:48])=[O:43])[C:40]([NH:39][C:38](=[O:51])[O:37][CH2:35][CH3:36])=[O:50])[CH:5]=[C:6]([Cl:23])[C:7]=1[C:8]([C:11]1[N:15]=[C:14]([C:16]2[CH:21]=[CH:20][CH:19]=[CH:18][C:17]=2[CH3:22])[O:13][N:12]=1)([CH3:10])[CH3:9]. The catalyst class is: 86. (2) Reactant: [Cl:1][C:2]1[CH:20]=[CH:19][C:5]([C:6]([C:8]2[CH:18]=[CH:17][CH:16]=[CH:15][C:9]=2[C:10](OCC)=[O:11])=O)=[CH:4][N:3]=1.O.[NH2:22][NH2:23]. Product: [Cl:1][C:2]1[N:3]=[CH:4][C:5]([C:6]2[C:8]3[C:9](=[CH:15][CH:16]=[CH:17][CH:18]=3)[C:10](=[O:11])[NH:23][N:22]=2)=[CH:19][CH:20]=1. The catalyst class is: 8. (3) Reactant: O=P(Cl)(Cl)[Cl:3].[CH3:6][C@H:7]1[C:15]2[C:14](O)=[N:13][CH:12]=[N:11][C:10]=2[CH2:9][CH2:8]1. Product: [Cl:3][C:14]1[C:15]2[C@H:7]([CH3:6])[CH2:8][CH2:9][C:10]=2[N:11]=[CH:12][N:13]=1. The catalyst class is: 26.